Dataset: Catalyst prediction with 721,799 reactions and 888 catalyst types from USPTO. Task: Predict which catalyst facilitates the given reaction. (1) Product: [Br:14][C:12]1[CH:11]=[N:10][N:9]([C:2]([CH3:1])([CH3:8])[C:3]([O:5][CH2:6][CH3:7])=[O:4])[CH:13]=1. The catalyst class is: 504. Reactant: [CH3:1][C:2]([N:9]1[CH:13]=[CH:12][CH:11]=[N:10]1)([CH3:8])[C:3]([O:5][CH2:6][CH3:7])=[O:4].[Br:14]N1C(=O)CCC1=O. (2) Reactant: [NH:1]1[C:9]2[C:4](=[CH:5][CH:6]=[CH:7][CH:8]=2)[C:3]([C:10]([NH2:12])=[O:11])=[N:2]1.C(N(CC)CC)C.[C:20](Cl)(=[O:22])[CH3:21]. Product: [C:20]([N:1]1[C:9]2[C:4](=[CH:5][CH:6]=[CH:7][CH:8]=2)[C:3]([C:10]([NH2:12])=[O:11])=[N:2]1)(=[O:22])[CH3:21]. The catalyst class is: 61. (3) Product: [Cl:8][C:9]1[CH:10]=[CH:11][C:12]2[O:17][C:16](=[O:18])[CH:15]=[C:14]([O:19][CH2:20][CH2:34][CH2:32][NH:28][C:29](=[O:4])[CH3:31])[C:13]=2[CH:25]=1. Reactant: FC(F)(F)C(O)=[O:4].[Cl:8][C:9]1[CH:10]=[CH:11][C:12]2[O:17][C:16](=[O:18])[CH:15]=[C:14]([O:19][CH2:20]CCNC)[C:13]=2[CH:25]=1.CC[N:28]([CH:32]([CH3:34])C)[CH:29]([CH3:31])C.C(OC(=O)C)(=O)C. The catalyst class is: 2. (4) Reactant: [Cl:1][C:2]1[CH:7]=[CH:6][C:5]([NH:8][CH:9]([C:13]2[CH:18]=[CH:17][CH:16]=[CH:15][CH:14]=2)[C:10]([OH:12])=[O:11])=[CH:4][CH:3]=1.C1CCC(N=C=NC2CCCCC2)CC1.C1C=CC2N(O)N=NC=2C=1.[N:44]12[CH2:51][CH2:50][CH:47]([CH2:48][CH2:49]1)[C@@H:46](O)[CH2:45]2. Product: [N:44]12[CH2:51][CH2:50][CH:47]([CH2:48][CH2:49]1)[C@@H:46]([O:11][C:10](=[O:12])[CH:9]([NH:8][C:5]1[CH:6]=[CH:7][C:2]([Cl:1])=[CH:3][CH:4]=1)[C:13]1[CH:14]=[CH:15][CH:16]=[CH:17][CH:18]=1)[CH2:45]2. The catalyst class is: 1.